Dataset: NCI-60 drug combinations with 297,098 pairs across 59 cell lines. Task: Regression. Given two drug SMILES strings and cell line genomic features, predict the synergy score measuring deviation from expected non-interaction effect. (1) Drug 1: C1=CC(=CC=C1CCC2=CNC3=C2C(=O)NC(=N3)N)C(=O)NC(CCC(=O)O)C(=O)O. Drug 2: CC(C1=C(C=CC(=C1Cl)F)Cl)OC2=C(N=CC(=C2)C3=CN(N=C3)C4CCNCC4)N. Cell line: PC-3. Synergy scores: CSS=37.8, Synergy_ZIP=6.61, Synergy_Bliss=1.33, Synergy_Loewe=-9.54, Synergy_HSA=3.20. (2) Drug 1: CC1=CC2C(CCC3(C2CCC3(C(=O)C)OC(=O)C)C)C4(C1=CC(=O)CC4)C. Drug 2: CC1C(C(CC(O1)OC2CC(OC(C2O)C)OC3=CC4=CC5=C(C(=O)C(C(C5)C(C(=O)C(C(C)O)O)OC)OC6CC(C(C(O6)C)O)OC7CC(C(C(O7)C)O)OC8CC(C(C(O8)C)O)(C)O)C(=C4C(=C3C)O)O)O)O. Cell line: SK-MEL-28. Synergy scores: CSS=4.58, Synergy_ZIP=9.33, Synergy_Bliss=13.7, Synergy_Loewe=9.31, Synergy_HSA=9.53. (3) Drug 1: COC1=C(C=C2C(=C1)N=CN=C2NC3=CC(=C(C=C3)F)Cl)OCCCN4CCOCC4. Drug 2: CCC(=C(C1=CC=CC=C1)C2=CC=C(C=C2)OCCN(C)C)C3=CC=CC=C3.C(C(=O)O)C(CC(=O)O)(C(=O)O)O. Cell line: SF-295. Synergy scores: CSS=6.50, Synergy_ZIP=-2.06, Synergy_Bliss=-0.133, Synergy_Loewe=0.724, Synergy_HSA=1.30. (4) Cell line: SK-OV-3. Drug 2: CCCCC(=O)OCC(=O)C1(CC(C2=C(C1)C(=C3C(=C2O)C(=O)C4=C(C3=O)C=CC=C4OC)O)OC5CC(C(C(O5)C)O)NC(=O)C(F)(F)F)O. Drug 1: C1CC(C1)(C(=O)O)C(=O)O.[NH2-].[NH2-].[Pt+2]. Synergy scores: CSS=19.4, Synergy_ZIP=-0.307, Synergy_Bliss=1.40, Synergy_Loewe=-14.7, Synergy_HSA=-2.17.